From a dataset of Forward reaction prediction with 1.9M reactions from USPTO patents (1976-2016). Predict the product of the given reaction. (1) Given the reactants [O:1]1[C:3]2([CH2:9][CH2:8][CH2:7][CH2:6][CH2:5][CH2:4]2)[CH2:2]1.[CH3:10][C:11]1[NH:15][C:14]([C:16]#[N:17])=[CH:13][CH:12]=1.C([O-])([O-])=O.[Cs+].[Cs+], predict the reaction product. The product is: [OH:1][C:3]1([CH2:2][N:15]2[C:11]([CH3:10])=[CH:12][CH:13]=[C:14]2[C:16]#[N:17])[CH2:9][CH2:8][CH2:7][CH2:6][CH2:5][CH2:4]1. (2) Given the reactants [NH2:1][CH2:2][CH2:3][N:4]1[C:8](=[O:9])/[C:7](=[CH:10]/[C:11]2[CH:16]=[CH:15][C:14]([O:17][CH2:18][CH3:19])=[CH:13][CH:12]=2)/[S:6][C:5]1=[O:20].C(N(CC)CC)C.[C:28](OC(=O)C)(=[O:30])[CH3:29], predict the reaction product. The product is: [CH2:18]([O:17][C:14]1[CH:15]=[CH:16][C:11](/[CH:10]=[C:7]2/[C:8](=[O:9])[N:4]([CH2:3][CH2:2][NH:1][C:28](=[O:30])[CH3:29])[C:5](=[O:20])[S:6]/2)=[CH:12][CH:13]=1)[CH3:19]. (3) Given the reactants [OH:1][C:2]1[CH:9]=[CH:8][C:5]([CH:6]=[O:7])=[CH:4][CH:3]=1.I[CH:11]1[CH2:14][N:13]([C:15]([O:17][C:18]([CH3:21])([CH3:20])[CH3:19])=[O:16])[CH2:12]1, predict the reaction product. The product is: [CH:6]([C:5]1[CH:8]=[CH:9][C:2]([O:1][CH:11]2[CH2:12][N:13]([C:15]([O:17][C:18]([CH3:21])([CH3:20])[CH3:19])=[O:16])[CH2:14]2)=[CH:3][CH:4]=1)=[O:7]. (4) Given the reactants C1N(CC[OH:9])CCN(CCS(O)(=O)=O)C1.[Na+].[Cl-].[Cl-].[Cl-].[Ca+2].C(C(O)=O)CP(CCC(O)=O)CCC(O)=O.CC[O:39][C:40]([C@@H:42]([NH:50]C(C1C=CC=CC=1)=O)[CH2:43][CH2:44][CH2:45][N:46]=[C:47](N)[NH2:48])=[O:41], predict the reaction product. The product is: [NH2:50][C@H:42]([C:40]([OH:39])=[O:41])[CH2:43][CH2:44][CH2:45][NH:46][C:47]([NH2:48])=[O:9]. (5) Given the reactants [Br:1][C:2]1[S:3][C:4]([NH:34][C:35](=[O:41])[O:36][C:37]([CH3:40])([CH3:39])[CH3:38])=[C:5]([C:7](=[O:33])[NH:8][C:9]2[CH:10]=[N:11][N:12]([CH2:29][CH:30]([F:32])[F:31])[C:13]=2[N:14]2[CH2:20][CH2:19][CH2:18][C@@H:17](N(C)C(=O)C(F)(F)F)[CH2:16][CH2:15]2)[N:6]=1.NC1C=NN(CC(F)F)C=1N1CCCC([OH:55])CC1.BrC1SC(NC(OC(C)(C)C)=O)=C(C(O)=O)N=1, predict the reaction product. The product is: [Br:1][C:2]1[S:3][C:4]([NH:34][C:35](=[O:41])[O:36][C:37]([CH3:38])([CH3:40])[CH3:39])=[C:5]([C:7](=[O:33])[NH:8][C:9]2[CH:10]=[N:11][N:12]([CH2:29][CH:30]([F:31])[F:32])[C:13]=2[N:14]2[CH2:20][CH2:19][CH2:18][CH:17]([OH:55])[CH2:16][CH2:15]2)[N:6]=1.